From a dataset of Reaction yield outcomes from USPTO patents with 853,638 reactions. Predict the reaction yield, written as a fraction of the theoretical maximum amount of product (1.0 means a 100% yield; for example, 0.34 means a 34% yield). (1) The reactants are F[P-](F)(F)(F)(F)F.[N:8]1(O[P+](N(C)C)(N(C)C)N(C)C)[C:12]2[CH:13]=[CH:14][CH:15]=[CH:16][C:11]=2N=N1.[CH:28]1([CH2:34][C@H:35]([N:39]2[CH2:47][C:46]3[C:41](=[CH:42][CH:43]=[CH:44][CH:45]=3)[C:40]2=[O:48])[C:36](O)=[O:37])[CH2:33][CH2:32][CH2:31][CH2:30][CH2:29]1.NC1N=CC=C(C)N=1.C1(C[C@@H](N2CC3C(=CC=CC=3)C2=O)[C:65]([NH:67]C2SC=CN=2)=[O:66])CCCCC1. No catalyst specified. The product is [O:66]1[C:11]2[CH:16]=[CH:15][CH:14]=[CH:13][C:12]=2[N:8]=[C:65]1[NH:67][C:36](=[O:37])[C@@H:35]([N:39]1[CH2:47][C:46]2[C:41](=[CH:42][CH:43]=[CH:44][CH:45]=2)[C:40]1=[O:48])[CH2:34][CH:28]1[CH2:33][CH2:32][CH2:31][CH2:30][CH2:29]1. The yield is 0.650. (2) The reactants are [OH-].[Na+].[Cl:3][C:4]1[C:5]([F:35])=[C:6]([NH:10][C:11]2[C:20]3[C:15](=[CH:16][C:17]([O:33][CH3:34])=[C:18]([O:21][C@@H:22]4[CH2:27][CH2:26][N:25]([CH3:28])[C@H:24]([C:29]([O:31]C)=[O:30])[CH2:23]4)[CH:19]=3)[N:14]=[CH:13][N:12]=2)[CH:7]=[CH:8][CH:9]=1. The catalyst is C1COCC1.CO. The product is [Cl:3][C:4]1[C:5]([F:35])=[C:6]([NH:10][C:11]2[C:20]3[C:15](=[CH:16][C:17]([O:33][CH3:34])=[C:18]([O:21][C@@H:22]4[CH2:27][CH2:26][N:25]([CH3:28])[C@H:24]([C:29]([OH:31])=[O:30])[CH2:23]4)[CH:19]=3)[N:14]=[CH:13][N:12]=2)[CH:7]=[CH:8][CH:9]=1. The yield is 0.590. (3) The reactants are [CH3:1][O:2][C:3]1[CH:4]=[C:5]2[C:10](=[CH:11][C:12]=1[O:13][CH3:14])[N:9]=[CH:8][N:7]=[C:6]2[S:15][C:16]1[CH:17]=[C:18]([CH:20]=[CH:21][CH:22]=1)[NH2:19].[CH:23]([C:26]1[CH:30]=[C:29]([NH:31][C:32](=O)[O:33]C2C=CC=CC=2)[N:28]([C:41]2[CH:42]=[N:43][CH:44]=[CH:45][CH:46]=2)[N:27]=1)([CH3:25])[CH3:24]. The catalyst is C1COCC1.CN(C1C=CN=CC=1)C. The product is [CH3:1][O:2][C:3]1[CH:4]=[C:5]2[C:10](=[CH:11][C:12]=1[O:13][CH3:14])[N:9]=[CH:8][N:7]=[C:6]2[S:15][C:16]1[CH:17]=[C:18]([NH:19][C:32]([NH:31][C:29]2[N:28]([C:41]3[CH:42]=[N:43][CH:44]=[CH:45][CH:46]=3)[N:27]=[C:26]([CH:23]([CH3:25])[CH3:24])[CH:30]=2)=[O:33])[CH:20]=[CH:21][CH:22]=1. The yield is 0.280. (4) The reactants are Cl.[Cl:2][C:3]1[CH:4]=[C:5]2[C:9](=[CH:10][CH:11]=1)[NH:8][CH:7]=[C:6]2[CH2:12][CH2:13][NH2:14].C1CN([P+](ON2N=NC3C=CC=CC2=3)(N2CCCC2)N2CCCC2)CC1.F[P-](F)(F)(F)(F)F.[CH2:48]([C:50]1[CH:51]=[C:52]([N:56]2[CH2:60][CH2:59][CH:58]([C:61](O)=[O:62])[C:57]2=[O:64])[CH:53]=[CH:54][CH:55]=1)[CH3:49]. The catalyst is CN(C=O)C. The product is [Cl:2][C:3]1[CH:4]=[C:5]2[C:9](=[CH:10][CH:11]=1)[NH:8][CH:7]=[C:6]2[CH2:12][CH2:13][NH:14][C:61]([CH:58]1[CH2:59][CH2:60][N:56]([C:52]2[CH:53]=[CH:54][CH:55]=[C:50]([CH2:48][CH3:49])[CH:51]=2)[C:57]1=[O:64])=[O:62]. The yield is 0.330.